Dataset: Reaction yield outcomes from USPTO patents with 853,638 reactions. Task: Predict the reaction yield, written as a fraction of the theoretical maximum amount of product (1.0 means a 100% yield; for example, 0.34 means a 34% yield). (1) The reactants are [Br:1][C:2]1[CH:12]=[CH:11][C:5]([C:6]([O:8][CH2:9][CH3:10])=[O:7])=[CH:4][C:3]=1[OH:13].C(=O)([O-])[O-].[K+].[K+].Cl[CH2:21][CH:22]1[CH2:24][CH2:23]1. The catalyst is CN(C=O)C. The product is [Br:1][C:2]1[CH:12]=[CH:11][C:5]([C:6]([O:8][CH2:9][CH3:10])=[O:7])=[CH:4][C:3]=1[O:13][CH2:21][CH:22]1[CH2:24][CH2:23]1. The yield is 0.310. (2) The reactants are C(NCC)C.C(O)(C)(C)C.Br[CH2:12][C:13]([C:15]1[CH:20]=[CH:19][C:18]([N+:21]([O-:23])=[O:22])=[CH:17][CH:16]=1)=[O:14].[N+:24]([C:27]1[CH:32]=[CH:31][C:30]([C:33](=[O:35])[CH3:34])=[CH:29][CH:28]=1)([O-:26])=[O:25]. The catalyst is C1C=CC=CC=1.[Cl-].[Zn+2].[Cl-].O. The product is [N+:21]([C:18]1[CH:19]=[CH:20][C:15]([C:13](=[O:14])[CH2:12][CH2:34][C:33]([C:30]2[CH:29]=[CH:28][C:27]([N+:24]([O-:26])=[O:25])=[CH:32][CH:31]=2)=[O:35])=[CH:16][CH:17]=1)([O-:23])=[O:22]. The yield is 0.610.